From a dataset of Full USPTO retrosynthesis dataset with 1.9M reactions from patents (1976-2016). Predict the reactants needed to synthesize the given product. (1) The reactants are: [Br:1][C:2]1[C:3]([F:11])=[C:4]([C:7]([Cl:10])=[CH:8][CH:9]=1)[CH:5]=[O:6].[BH4-].[Na+]. Given the product [Br:1][C:2]1[C:3]([F:11])=[C:4]([CH2:5][OH:6])[C:7]([Cl:10])=[CH:8][CH:9]=1, predict the reactants needed to synthesize it. (2) Given the product [NH2:11][C:9]1[CH:8]=[CH:7][C:6]([CH3:14])=[C:5]([CH2:4][C:3]([O:2][CH3:1])=[O:15])[CH:10]=1, predict the reactants needed to synthesize it. The reactants are: [CH3:1][O:2][C:3](=[O:15])[CH2:4][C:5]1[CH:10]=[C:9]([N+:11]([O-])=O)[CH:8]=[CH:7][C:6]=1[CH3:14].